This data is from Forward reaction prediction with 1.9M reactions from USPTO patents (1976-2016). The task is: Predict the product of the given reaction. (1) Given the reactants [CH3:1][Si:2]([CH3:39])([CH3:38])[CH2:3][CH2:4][O:5][CH2:6][N:7]([CH2:30][O:31][CH2:32][CH2:33][Si:34]([CH3:37])([CH3:36])[CH3:35])[C:8]1[N:13]2[N:14]=[CH:15][C:16](I)=[C:12]2[N:11]=[C:10]([CH:18]2[CH2:23][CH2:22][CH:21]([CH2:24][C:25]([O:27][CH2:28][CH3:29])=[O:26])[CH2:20][CH2:19]2)[CH:9]=1.[Cl:40][C:41]1[N:46]=[CH:45][C:44](B2OC(C)(C)C(C)(C)O2)=[CH:43][CH:42]=1.[O-]P([O-])([O-])=O.[K+].[K+].[K+].O1CCOCC1, predict the reaction product. The product is: [CH3:1][Si:2]([CH3:39])([CH3:38])[CH2:3][CH2:4][O:5][CH2:6][N:7]([CH2:30][O:31][CH2:32][CH2:33][Si:34]([CH3:37])([CH3:36])[CH3:35])[C:8]1[N:13]2[N:14]=[CH:15][C:16]([C:44]3[CH:45]=[N:46][C:41]([Cl:40])=[CH:42][CH:43]=3)=[C:12]2[N:11]=[C:10]([CH:18]2[CH2:23][CH2:22][CH:21]([CH2:24][C:25]([O:27][CH2:28][CH3:29])=[O:26])[CH2:20][CH2:19]2)[CH:9]=1. (2) Given the reactants [C:1]([C:5]1[CH:10]=[CH:9][C:8]([NH:11][C:12]2[C:20]3[C:15](=[CH:16][N:17]=[CH:18][CH:19]=3)[S:14][C:13]=2[C:21]([O:23][CH2:24][CH3:25])=[O:22])=[CH:7][CH:6]=1)(=[O:4])[CH2:2][CH3:3].C(O[CH:31]([N:35]([CH3:37])[CH3:36])N(C)C)(C)(C)C, predict the reaction product. The product is: [CH3:37][N:35]([CH3:36])/[CH:31]=[C:2](\[CH3:3])/[C:1]([C:5]1[CH:6]=[CH:7][C:8]([NH:11][C:12]2[C:20]3[C:15](=[CH:16][N:17]=[CH:18][CH:19]=3)[S:14][C:13]=2[C:21]([O:23][CH2:24][CH3:25])=[O:22])=[CH:9][CH:10]=1)=[O:4].